This data is from Full USPTO retrosynthesis dataset with 1.9M reactions from patents (1976-2016). The task is: Predict the reactants needed to synthesize the given product. Given the product [CH:11]([S:8]([C:5]1[CH:6]=[CH:7][C:2]([NH:17][CH2:18][CH2:19][N:20]2[CH2:24][CH2:23][CH2:22][CH2:21]2)=[C:3]([N+:14]([O-:16])=[O:15])[CH:4]=1)(=[O:10])=[O:9])([CH3:13])[CH3:12], predict the reactants needed to synthesize it. The reactants are: Cl[C:2]1[CH:7]=[CH:6][C:5]([S:8]([CH:11]([CH3:13])[CH3:12])(=[O:10])=[O:9])=[CH:4][C:3]=1[N+:14]([O-:16])=[O:15].[NH2:17][CH2:18][CH2:19][N:20]1[CH2:24][CH2:23][CH2:22][CH2:21]1.